Dataset: Full USPTO retrosynthesis dataset with 1.9M reactions from patents (1976-2016). Task: Predict the reactants needed to synthesize the given product. (1) The reactants are: [CH:1]1([N:5]2[CH2:10][CH2:9][CH:8]([O:11][C:12]3[CH:17]=[CH:16][C:15]([C:18]4([CH2:24][NH2:25])[CH2:23][CH2:22][O:21][CH2:20][CH2:19]4)=[CH:14][CH:13]=3)[CH2:7][CH2:6]2)[CH2:4][CH2:3][CH2:2]1.I[C:27]1[CH:28]=[N:29][CH:30]=[CH:31][CH:32]=1. Given the product [CH:1]1([N:5]2[CH2:10][CH2:9][CH:8]([O:11][C:12]3[CH:17]=[CH:16][C:15]([C:18]4([CH2:24][NH:25][C:27]5[CH:28]=[N:29][CH:30]=[CH:31][CH:32]=5)[CH2:19][CH2:20][O:21][CH2:22][CH2:23]4)=[CH:14][CH:13]=3)[CH2:7][CH2:6]2)[CH2:4][CH2:3][CH2:2]1, predict the reactants needed to synthesize it. (2) The reactants are: [CH3:1][C:2]1[O:6][N:5]=[C:4]([C:7]2[CH:12]=[CH:11][CH:10]=[CH:9][CH:8]=2)[C:3]=1[CH2:13][O:14][C:15]1[CH:23]=[CH:22][C:18]([C:19]([OH:21])=O)=[CH:17][N:16]=1.Cl.[CH3:25][C:26]1([NH2:29])[CH2:28][CH2:27]1. Given the product [CH3:25][C:26]1([NH:29][C:19](=[O:21])[C:18]2[CH:22]=[CH:23][C:15]([O:14][CH2:13][C:3]3[C:4]([C:7]4[CH:8]=[CH:9][CH:10]=[CH:11][CH:12]=4)=[N:5][O:6][C:2]=3[CH3:1])=[N:16][CH:17]=2)[CH2:28][CH2:27]1, predict the reactants needed to synthesize it. (3) Given the product [C:15]([C:12]1([N:11]([CH2:10][C:9]2[CH:8]=[CH:7][C:6]([C:17]3[CH:22]=[CH:21][C:20]([C:23]([N:25]4[CH2:29][CH2:28][CH2:27][CH2:26]4)=[O:24])=[CH:19][CH:18]=3)=[CH:5][C:4]=2[N+:1]([O-:3])=[O:2])[C:37](=[O:38])[O:39][CH2:40][CH3:41])[CH2:13][CH2:14]1)#[N:16], predict the reactants needed to synthesize it. The reactants are: [N+:1]([C:4]1[CH:5]=[C:6]([C:17]2[CH:22]=[CH:21][C:20]([C:23]([N:25]3[CH2:29][CH2:28][CH2:27][CH2:26]3)=[O:24])=[CH:19][CH:18]=2)[CH:7]=[CH:8][C:9]=1[CH2:10][NH:11][C:12]1([C:15]#[N:16])[CH2:14][CH2:13]1)([O-:3])=[O:2].N1C=CC=CC=1.Cl[C:37]([O:39][CH2:40][CH3:41])=[O:38]. (4) The reactants are: [Cl:1][C:2]1[CH:17]=[CH:16][C:5]([CH2:6][CH:7]2[CH2:12][CH:11]3[CH2:13][CH2:14][CH:8]2[CH2:9][CH:10]3O)=[CH:4][CH:3]=1.Cl.Cl.[NH2:20][CH2:21][C:22]1[NH:23][C:24]2[CH:30]=[CH:29][CH:28]=[CH:27][C:25]=2[N:26]=1.C([O-])(=O)C.[Na+].C(O[BH-](OC(=O)C)OC(=O)C)(=O)C.[Na+]. Given the product [NH:23]1[C:24]2[CH:30]=[CH:29][CH:28]=[CH:27][C:25]=2[N:26]=[C:22]1[CH2:21][NH:20][CH:10]1[CH2:9][CH:8]2[CH2:14][CH2:13][CH:11]1[CH2:12][CH:7]2[CH2:6][C:5]1[CH:16]=[CH:17][C:2]([Cl:1])=[CH:3][CH:4]=1, predict the reactants needed to synthesize it. (5) Given the product [CH2:29]([O:28][C:26]([CH:1]([C:14]([O:15][CH2:16][CH3:12])=[O:31])[C:2]1[C:11]2[C:6](=[CH:7][CH:8]=[CH:9][CH:10]=2)[N:5]=[CH:4][CH:3]=1)=[O:27])[CH3:30], predict the reactants needed to synthesize it. The reactants are: [CH3:1][C:2]1[C:11]2[C:6](=[CH:7][CH:8]=[CH:9][CH:10]=2)[N:5]=[CH:4][CH:3]=1.[CH2:12]1[CH2:16][O:15][CH2:14]C1.C([N-]C(C)C)(C)C.[Li+].Cl[C:26]([O:28][CH2:29][CH3:30])=[O:27].[OH2:31]. (6) Given the product [CH3:42][O:43][C:32]1[CH:31]=[CH:26][C:25]([C:23]([OH:24])([C:22]2[CH:17]=[N:18][CH:19]=[N:20][CH:21]=2)[CH:1]2[CH2:3][CH2:2]2)=[CH:36][CH:37]=1, predict the reactants needed to synthesize it. The reactants are: [CH:1]1([Mg]Br)[CH2:3][CH2:2]1.[Li+].[Cl-].COC([C:17]1[C:22]([C:23]([C:25]2[C:26]([CH:31](OC)[C:32]3[CH:37]=[CH:36]C=CC=3)=NC=NC=2)=[O:24])=[CH:21][N:20]=[CH:19][N:18]=1)C1C=CC=CC=1.C1C[O:43][CH2:42]C1. (7) Given the product [CH2:31]([O:30][C:27]1[CH:28]=[CH:29][C:24]([S:21]([NH:20][CH:6]([C:10]2[CH:15]=[CH:14][C:13]([O:16][CH2:17][C:18]#[CH:19])=[CH:12][CH:11]=2)[C:7]([NH:9][OH:36])=[O:8])(=[O:23])=[O:22])=[CH:25][CH:26]=1)[C:32]#[C:33][CH3:34], predict the reactants needed to synthesize it. The reactants are: C(O[C:6]([NH:20][S:21]([C:24]1[CH:29]=[CH:28][C:27]([O:30][CH2:31][C:32]#[C:33][CH3:34])=[CH:26][CH:25]=1)(=[O:23])=[O:22])([C:10]1[CH:15]=[CH:14][C:13]([O:16][CH2:17][C:18]#[CH:19])=[CH:12][CH:11]=1)[C:7]([NH2:9])=[O:8])(C)(C)C.C(O)(C(F)(F)F)=[O:36]. (8) Given the product [N+:22]([C:13]1[CH:14]=[N:15][C:16]2[C:21]([C:12]=1[NH:2][CH2:3][C:4]1([OH:10])[CH2:9][CH2:8][CH2:7][CH2:6][CH2:5]1)=[CH:20][CH:19]=[CH:18][CH:17]=2)([O-:24])=[O:23], predict the reactants needed to synthesize it. The reactants are: Cl.[NH2:2][CH2:3][C:4]1([OH:10])[CH2:9][CH2:8][CH2:7][CH2:6][CH2:5]1.Cl[C:12]1[C:21]2[C:16](=[CH:17][CH:18]=[CH:19][CH:20]=2)[N:15]=[CH:14][C:13]=1[N+:22]([O-:24])=[O:23].C(N(CC)CC)C.[N+](C1C=NC2C(C=1O)=CC=CC=2)([O-])=O.